This data is from NCI-60 drug combinations with 297,098 pairs across 59 cell lines. The task is: Regression. Given two drug SMILES strings and cell line genomic features, predict the synergy score measuring deviation from expected non-interaction effect. (1) Drug 1: CNC(=O)C1=CC=CC=C1SC2=CC3=C(C=C2)C(=NN3)C=CC4=CC=CC=N4. Drug 2: C1=C(C(=O)NC(=O)N1)N(CCCl)CCCl. Cell line: K-562. Synergy scores: CSS=66.9, Synergy_ZIP=7.21, Synergy_Bliss=7.24, Synergy_Loewe=4.69, Synergy_HSA=9.96. (2) Drug 1: C1C(C(OC1N2C=NC3=C(N=C(N=C32)Cl)N)CO)O. Drug 2: CC12CCC3C(C1CCC2O)C(CC4=C3C=CC(=C4)O)CCCCCCCCCS(=O)CCCC(C(F)(F)F)(F)F. Cell line: HCT-15. Synergy scores: CSS=43.2, Synergy_ZIP=3.03, Synergy_Bliss=3.05, Synergy_Loewe=-17.1, Synergy_HSA=3.88. (3) Drug 1: COC1=CC(=CC(=C1O)OC)C2C3C(COC3=O)C(C4=CC5=C(C=C24)OCO5)OC6C(C(C7C(O6)COC(O7)C8=CC=CS8)O)O. Drug 2: CC1CCC2CC(C(=CC=CC=CC(CC(C(=O)C(C(C(=CC(C(=O)CC(OC(=O)C3CCCCN3C(=O)C(=O)C1(O2)O)C(C)CC4CCC(C(C4)OC)OCCO)C)C)O)OC)C)C)C)OC. Cell line: A498. Synergy scores: CSS=41.3, Synergy_ZIP=4.14, Synergy_Bliss=4.11, Synergy_Loewe=8.83, Synergy_HSA=10.6. (4) Drug 1: C1=CC(=CC=C1CCCC(=O)O)N(CCCl)CCCl. Drug 2: CCN(CC)CCNC(=O)C1=C(NC(=C1C)C=C2C3=C(C=CC(=C3)F)NC2=O)C. Cell line: SF-539. Synergy scores: CSS=11.3, Synergy_ZIP=0.252, Synergy_Bliss=-4.24, Synergy_Loewe=-3.42, Synergy_HSA=-3.07. (5) Drug 1: CC1OCC2C(O1)C(C(C(O2)OC3C4COC(=O)C4C(C5=CC6=C(C=C35)OCO6)C7=CC(=C(C(=C7)OC)O)OC)O)O. Drug 2: CCC1(CC2CC(C3=C(CCN(C2)C1)C4=CC=CC=C4N3)(C5=C(C=C6C(=C5)C78CCN9C7C(C=CC9)(C(C(C8N6C)(C(=O)OC)O)OC(=O)C)CC)OC)C(=O)OC)O.OS(=O)(=O)O. Cell line: BT-549. Synergy scores: CSS=38.5, Synergy_ZIP=-3.21, Synergy_Bliss=-4.04, Synergy_Loewe=-3.10, Synergy_HSA=-0.522.